Dataset: Full USPTO retrosynthesis dataset with 1.9M reactions from patents (1976-2016). Task: Predict the reactants needed to synthesize the given product. The reactants are: Cl.Cl.[CH2:3]([N:5]1[CH2:10][CH2:9][CH2:8][CH:7]([CH2:11][C:12]2([OH:18])[CH2:17][CH2:16][NH:15][CH2:14][CH2:13]2)[CH2:6]1)[CH3:4].C(N(C(C)C)CC)(C)C.CN(C)C=O.[Cl:33][C:34]1[CH:35]=[C:36]([N:41]=[C:42]=[O:43])[CH:37]=[CH:38][C:39]=1[Cl:40]. Given the product [Cl:33][C:34]1[CH:35]=[C:36]([NH:41][C:42]([N:15]2[CH2:14][CH2:13][C:12]([CH2:11][CH:7]3[CH2:8][CH2:9][CH2:10][N:5]([CH2:3][CH3:4])[CH2:6]3)([OH:18])[CH2:17][CH2:16]2)=[O:43])[CH:37]=[CH:38][C:39]=1[Cl:40], predict the reactants needed to synthesize it.